From a dataset of Catalyst prediction with 721,799 reactions and 888 catalyst types from USPTO. Predict which catalyst facilitates the given reaction. (1) Reactant: CS(O[C@H:6]([C:16]1[CH:21]=[CH:20][N:19]=[CH:18][CH:17]=1)[CH2:7][O:8][Si:9]([C:12]([CH3:15])([CH3:14])[CH3:13])([CH3:11])[CH3:10])(=O)=O.[N-:22]=[N+:23]=[N-:24].[Na+]. Product: [N:22]([C@@H:6]([C:16]1[CH:21]=[CH:20][N:19]=[CH:18][CH:17]=1)[CH2:7][O:8][Si:9]([C:12]([CH3:15])([CH3:14])[CH3:13])([CH3:11])[CH3:10])=[N+:23]=[N-:24]. The catalyst class is: 3. (2) Reactant: C([CH:8]([CH2:10][NH2:11])O)(OC(C)(C)C)=O.[C:12]([OH:18])([C:14]([F:17])([F:16])[F:15])=[O:13]. Product: [OH:18][C:12]([C:14]([F:17])([F:16])[F:15])=[O:13].[C:12]([O:18][CH2:8][CH2:10][NH2:11])(=[O:13])[CH3:14]. The catalyst class is: 2. (3) Reactant: Cl[C:2]1[CH:7]=[C:6]([Cl:8])[N:5]=[CH:4][N:3]=1.[NH2:9][CH:10]([CH2:13][CH3:14])[CH2:11][OH:12]. Product: [Cl:8][C:6]1[N:5]=[CH:4][N:3]=[C:2]([NH:9][CH:10]([CH2:13][CH3:14])[CH2:11][OH:12])[CH:7]=1. The catalyst class is: 12. (4) Product: [OH:1][C:2]1[C:11]2[C:6](=[N:7][CH:8]=[CH:9][CH:10]=2)[N:5]([C:12]2[CH:13]=[CH:14][CH:15]=[CH:16][CH:17]=2)[C:4](=[O:18])[C:3]=1[C:30](=[O:31])[CH2:29][C:24]1[CH:25]=[CH:26][CH:27]=[CH:28][C:23]=1[C:22]([F:33])([F:21])[F:34]. Reactant: [OH:1][C:2]1[C:11]2[C:6](=[N:7][CH:8]=[CH:9][CH:10]=2)[N:5]([C:12]2[CH:17]=[CH:16][CH:15]=[CH:14][CH:13]=2)[C:4](=[O:18])[CH:3]=1.[H-].[Na+].[F:21][C:22]([F:34])([F:33])[C:23]1[CH:28]=[CH:27][CH:26]=[CH:25][C:24]=1[CH2:29][C:30](Cl)=[O:31]. The catalyst class is: 3. (5) Reactant: [C:1](Cl)(=[O:8])[C:2]1[CH:7]=[CH:6][CH:5]=[CH:4][CH:3]=1.[CH:10]1([O:13][C:14]2[CH:19]=[CH:18][C:17]([NH:20][C:21](=[O:26])[C:22]([F:25])([F:24])[F:23])=[CH:16][C:15]=2[CH2:27][OH:28])[CH2:12][CH2:11]1.N1C=CC=CC=1.C(=O)([O-])O.[Na+]. Product: [C:1]([O:28][CH2:27][C:15]1[CH:16]=[C:17]([NH:20][C:21](=[O:26])[C:22]([F:25])([F:23])[F:24])[CH:18]=[CH:19][C:14]=1[O:13][CH:10]1[CH2:12][CH2:11]1)(=[O:8])[C:2]1[CH:7]=[CH:6][CH:5]=[CH:4][CH:3]=1. The catalyst class is: 4. (6) Reactant: [NH2:1][C:2]1[CH:3]=[CH:4][C:5]([CH3:21])=[C:6]([C:8]2[C:9](=[O:20])[N:10]([CH3:19])[C:11]3[C:16]([CH:17]=2)=[CH:15][N:14]=[C:13]([CH3:18])[CH:12]=3)[CH:7]=1.[CH:22]1([C:25](=[O:32])[CH:26]=[C:27](SC)[S:28][CH3:29])[CH2:24][CH2:23]1. Product: [CH:22]1([C:25](=[O:32])/[CH:26]=[C:27](/[NH:1][C:2]2[CH:3]=[CH:4][C:5]([CH3:21])=[C:6]([C:8]3[C:9](=[O:20])[N:10]([CH3:19])[C:11]4[C:16]([CH:17]=3)=[CH:15][N:14]=[C:13]([CH3:18])[CH:12]=4)[CH:7]=2)\[S:28][CH3:29])[CH2:24][CH2:23]1. The catalyst class is: 12. (7) Reactant: [F:1][C:2]([F:19])([F:18])[C:3]([C:14]([F:17])([F:16])[F:15])([OH:13])[C:4]([F:12])([F:11])[CH:5]([OH:10])[C:6]([F:9])([F:8])[F:7].C(N(CC)CC)C.C1(C)C=CC=CC=1.[C:34](Cl)(=[O:38])[C:35]([CH3:37])=[CH2:36]. Product: [C:34]([O:10][CH:5]([C:6]([F:9])([F:8])[F:7])[C:4]([F:11])([F:12])[C:3]([OH:13])([C:14]([F:15])([F:16])[F:17])[C:2]([F:18])([F:19])[F:1])(=[O:38])[C:35]([CH3:37])=[CH2:36]. The catalyst class is: 6.